From a dataset of Full USPTO retrosynthesis dataset with 1.9M reactions from patents (1976-2016). Predict the reactants needed to synthesize the given product. (1) Given the product [Br:30][C:31]1[CH:38]=[CH:37][C:34]([CH:35]=[C:2]([CH3:4])[CH3:3])=[C:33]([F:39])[CH:32]=1, predict the reactants needed to synthesize it. The reactants are: [I-].[CH:2]([P+](C1C=CC=CC=1)(C1C=CC=CC=1)C1C=CC=CC=1)([CH3:4])[CH3:3].CC(C)([O-])C.[K+].[Br:30][C:31]1[CH:38]=[CH:37][C:34]([CH:35]=O)=[C:33]([F:39])[CH:32]=1.[Cl-].[NH4+]. (2) The reactants are: [C:1]([O:5][C:6]([N:8]1[CH:13]([CH2:14][CH3:15])[CH2:12][CH:11]([N:16]([CH2:24][C:25]2[CH:30]=[C:29]([C:31]([F:34])([F:33])[F:32])[CH:28]=[C:27]([C:35]([F:38])([F:37])[F:36])[CH:26]=2)[C:17]2[N:22]=[CH:21][C:20](Br)=[CH:19][N:18]=2)[CH2:10][CH:9]1[CH2:39][C:40]1[CH:45]=[CH:44][CH:43]=[CH:42][CH:41]=1)=[O:7])([CH3:4])([CH3:3])[CH3:2].C[O-].[Na+].O.[C:50](OCC)(=[O:52])C. Given the product [C:1]([O:5][C:6]([N:8]1[CH:13]([CH2:14][CH3:15])[CH2:12][CH:11]([N:16]([CH2:24][C:25]2[CH:30]=[C:29]([C:31]([F:34])([F:33])[F:32])[CH:28]=[C:27]([C:35]([F:38])([F:37])[F:36])[CH:26]=2)[C:17]2[N:22]=[CH:21][C:20]([O:52][CH3:50])=[CH:19][N:18]=2)[CH2:10][CH:9]1[CH2:39][C:40]1[CH:45]=[CH:44][CH:43]=[CH:42][CH:41]=1)=[O:7])([CH3:4])([CH3:3])[CH3:2], predict the reactants needed to synthesize it.